This data is from Reaction yield outcomes from USPTO patents with 853,638 reactions. The task is: Predict the reaction yield, written as a fraction of the theoretical maximum amount of product (1.0 means a 100% yield; for example, 0.34 means a 34% yield). The product is [CH3:1][O:2][C:3]([C:5]1[C:10]([O:11][CH2:12][C:13]2[CH:18]=[CH:17][CH:16]=[CH:15][CH:14]=2)=[C:9]([NH:19][C:20](=[O:22])[CH3:21])[CH:8]=[C:7]([C:29]2[O:30][CH:31]=[CH:32][CH:33]=2)[N:6]=1)=[O:4]. The catalyst is C1COCC1.C1C=CC([P]([Pd]([P](C2C=CC=CC=2)(C2C=CC=CC=2)C2C=CC=CC=2)([P](C2C=CC=CC=2)(C2C=CC=CC=2)C2C=CC=CC=2)[P](C2C=CC=CC=2)(C2C=CC=CC=2)C2C=CC=CC=2)(C2C=CC=CC=2)C2C=CC=CC=2)=CC=1. The reactants are [CH3:1][O:2][C:3]([C:5]1[C:10]([O:11][CH2:12][C:13]2[CH:18]=[CH:17][CH:16]=[CH:15][CH:14]=2)=[C:9]([NH:19][C:20](=[O:22])[CH3:21])[CH:8]=[C:7](Br)[N:6]=1)=[O:4].C([Sn](CCCC)(CCCC)[C:29]1[O:30][CH:31]=[CH:32][CH:33]=1)CCC. The yield is 0.740.